From a dataset of Reaction yield outcomes from USPTO patents with 853,638 reactions. Predict the reaction yield, written as a fraction of the theoretical maximum amount of product (1.0 means a 100% yield; for example, 0.34 means a 34% yield). (1) The reactants are [CH3:1][C:2]1[C:3]([CH:8]([OH:10])[CH3:9])=[N:4][CH:5]=[CH:6][CH:7]=1.CCN(CC)CC.[CH3:18][S:19](Cl)(=[O:21])=[O:20]. The catalyst is C(Cl)Cl.C([O-])(O)=O.[Na+]. The product is [CH3:1][C:2]1[C:3]([CH:8]([O:10][S:19]([CH3:18])(=[O:21])=[O:20])[CH3:9])=[N:4][CH:5]=[CH:6][CH:7]=1. The yield is 0.930. (2) The reactants are [CH2:1]([O:8][C:9]1[CH:14]=[CH:13][C:12]([C:15]2[CH:16]=[C:17]([C:31](O)=[O:32])[C:18]3[C:23]([CH3:24])=[N:22][N:21]([CH:25]4[CH2:30][CH2:29][CH2:28][CH2:27][O:26]4)[C:19]=3[N:20]=2)=[C:11]([F:34])[CH:10]=1)[C:2]1[CH:7]=[CH:6][CH:5]=[CH:4][CH:3]=1.CCN(C(C)C)C(C)C.Cl.[CH3:45][NH:46][O:47][CH3:48]. The catalyst is ClCCl. The product is [CH3:48][O:47][N:46]([CH3:45])[C:31]([C:17]1[C:18]2[C:23]([CH3:24])=[N:22][N:21]([CH:25]3[CH2:30][CH2:29][CH2:28][CH2:27][O:26]3)[C:19]=2[N:20]=[C:15]([C:12]2[CH:13]=[CH:14][C:9]([O:8][CH2:1][C:2]3[CH:3]=[CH:4][CH:5]=[CH:6][CH:7]=3)=[CH:10][C:11]=2[F:34])[CH:16]=1)=[O:32]. The yield is 0.700. (3) The reactants are [O:1]1[CH:5]=[CH:4][CH:3]=[C:2]1[C:6]([NH:8][C:9]1[CH:14]=[CH:13][CH:12]=[C:11]([C:15]2[C:23]3[C:18](=[CH:19][CH:20]=[C:21]([C:24]4[N:28]=[CH:27][N:26](C(C5C=CC=CC=5)(C5C=CC=CC=5)C5C=CC=CC=5)[N:25]=4)[CH:22]=3)[N:17](C3CCCCO3)[N:16]=2)[CH:10]=1)=[O:7]. The catalyst is O1CCOCC1.Cl. The product is [NH:26]1[CH:27]=[N:28][C:24]([C:21]2[CH:22]=[C:23]3[C:18](=[CH:19][CH:20]=2)[NH:17][N:16]=[C:15]3[C:11]2[CH:10]=[C:9]([NH:8][C:6]([C:2]3[O:1][CH:5]=[CH:4][CH:3]=3)=[O:7])[CH:14]=[CH:13][CH:12]=2)=[N:25]1. The yield is 0.500. (4) The reactants are [NH2:1][C:2]1[C:3]([C:14]([N:16]2[CH2:21][CH2:20][CH:19]([C:22]3[CH:27]=[CH:26][C:25]([Cl:28])=[CH:24][CH:23]=3)[N:18]=[C:17]2SC)=[O:15])=[N:4][CH:5]=[N:6][C:7]=1[CH:8]1[CH2:13][CH2:12][O:11][CH2:10][CH2:9]1.[H-].[Na+]. The catalyst is C1COCC1. The product is [Cl:28][C:25]1[CH:26]=[CH:27][C:22]([CH:19]2[CH2:20][CH2:21][N:16]3[C:14](=[O:15])[C:3]4[N:4]=[CH:5][N:6]=[C:7]([CH:8]5[CH2:13][CH2:12][O:11][CH2:10][CH2:9]5)[C:2]=4[NH:1][C:17]3=[N:18]2)=[CH:23][CH:24]=1. The yield is 0.650. (5) The reactants are Br[C:2]1[CH:3]=[C:4]2[C:8](=[C:9]([C:11]([NH2:13])=[O:12])[CH:10]=1)[NH:7][CH:6]=[C:5]2[CH:14]1[CH2:19][CH2:18][N:17]([S:20]([CH2:23][CH3:24])(=[O:22])=[O:21])[CH2:16][CH2:15]1.[N:25]1([C:30]2[CH:31]=[C:32](B(O)O)[CH:33]=[CH:34][CH:35]=2)[CH:29]=[CH:28][CH:27]=[N:26]1.O1CCOCC1.C(=O)([O-])[O-].[K+].[K+]. The catalyst is O. The product is [CH2:23]([S:20]([N:17]1[CH2:18][CH2:19][CH:14]([C:5]2[C:4]3[C:8](=[C:9]([C:11]([NH2:13])=[O:12])[CH:10]=[C:2]([C:34]4[CH:33]=[CH:32][CH:31]=[C:30]([N:25]5[CH:29]=[CH:28][CH:27]=[N:26]5)[CH:35]=4)[CH:3]=3)[NH:7][CH:6]=2)[CH2:15][CH2:16]1)(=[O:22])=[O:21])[CH3:24]. The yield is 0.100. (6) The reactants are [NH2:1][C:2]1[S:3][C:4]([C:19]([CH3:22])([CH3:21])[CH3:20])=[CH:5][C:6]=1[C:7]([N:9]1[CH2:14][CH2:13][NH:12][C:11](=[O:15])[C:10]1([CH2:17][CH3:18])[CH3:16])=[O:8].[Cl:23][C:24]1[CH:29]=[CH:28][CH:27]=[C:26]([N:30]=[C:31]=[O:32])[C:25]=1[Cl:33]. The catalyst is C1COCC1. The product is [C:19]([C:4]1[S:3][C:2]([NH:1][C:31]([NH:30][C:26]2[CH:27]=[CH:28][CH:29]=[C:24]([Cl:23])[C:25]=2[Cl:33])=[O:32])=[C:6]([C:7]([N:9]2[CH2:14][CH2:13][NH:12][C:11](=[O:15])[C:10]2([CH2:17][CH3:18])[CH3:16])=[O:8])[CH:5]=1)([CH3:21])([CH3:20])[CH3:22]. The yield is 0.440.